From a dataset of Forward reaction prediction with 1.9M reactions from USPTO patents (1976-2016). Predict the product of the given reaction. (1) Given the reactants [OH:1][C:2]1([C:9]2[S:13][C:12]([CH:14]([CH3:16])[CH3:15])=[N:11][CH:10]=2)[CH2:7][CH2:6][C:5](=O)[CH2:4][CH2:3]1.[NH:17]1[CH2:21][CH2:20][C@@H:19]([NH:22][C:23](=[O:29])[O:24][C:25]([CH3:28])([CH3:27])[CH3:26])[CH2:18]1, predict the reaction product. The product is: [C:25]([O:24][C:23](=[O:29])[NH:22][C@@H:19]1[CH2:20][CH2:21][N:17]([CH:5]2[CH2:6][CH2:7][C:2]([OH:1])([C:9]3[S:13][C:12]([CH:14]([CH3:16])[CH3:15])=[N:11][CH:10]=3)[CH2:3][CH2:4]2)[CH2:18]1)([CH3:28])([CH3:26])[CH3:27]. (2) Given the reactants CC([O:4][CH2:5][C:6]1[C:11]([Br:12])=[CH:10][C:9]([CH2:13][O:14]C(C)=O)=[C:8]([Cl:18])[CH:7]=1)=O.C(O)C.O.[OH-].[K+], predict the reaction product. The product is: [Br:12][C:11]1[CH:10]=[C:9]([CH2:13][OH:14])[C:8]([Cl:18])=[CH:7][C:6]=1[CH2:5][OH:4]. (3) Given the reactants [CH:1]([N:4]1[C:8]([C:9]2[CH:10]=[C:11]3[N:17]([N:18]=2)[C:16]2[CH:19]=[C:20]([C:23]([OH:25])=O)[CH:21]=[CH:22][C:15]=2[O:14][CH2:13][CH2:12]3)=[N:7][CH:6]=[N:5]1)([CH3:3])[CH3:2].[NH2:26][C:27]1[CH:28]=[N:29][N:30]([CH2:32][CH2:33][OH:34])[CH:31]=1, predict the reaction product. The product is: [OH:34][CH2:33][CH2:32][N:30]1[CH:31]=[C:27]([NH:26][C:23]([C:20]2[CH:21]=[CH:22][C:15]3[O:14][CH2:13][CH2:12][C:11]4[N:17]([N:18]=[C:9]([C:8]5[N:4]([CH:1]([CH3:2])[CH3:3])[N:5]=[CH:6][N:7]=5)[CH:10]=4)[C:16]=3[CH:19]=2)=[O:25])[CH:28]=[N:29]1.